Dataset: Forward reaction prediction with 1.9M reactions from USPTO patents (1976-2016). Task: Predict the product of the given reaction. (1) Given the reactants [CH:1]1([CH2:4][O:5][C:6]2[N:11]=[C:10]([C:12]([OH:14])=O)[CH:9]=[CH:8][C:7]=2[CH3:15])[CH2:3][CH2:2]1.[CH3:16][C:17]([CH3:24])([C:19]1[S:20][CH:21]=[CH:22][N:23]=1)[NH2:18], predict the reaction product. The product is: [CH3:16][C:17]([NH:18][C:12]([C:10]1[CH:9]=[CH:8][C:7]([CH3:15])=[C:6]([O:5][CH2:4][CH:1]2[CH2:2][CH2:3]2)[N:11]=1)=[O:14])([C:19]1[S:20][CH:21]=[CH:22][N:23]=1)[CH3:24]. (2) The product is: [CH3:20][O:15][C:14](=[O:16])[CH:13]([C:5]1[CH:6]=[CH:7][C:8]([N+:10]([O-:12])=[O:11])=[CH:9][C:4]=1[N+:1]([O-:3])=[O:2])[CH3:17]. Given the reactants [N+:1]([C:4]1[CH:9]=[C:8]([N+:10]([O-:12])=[O:11])[CH:7]=[CH:6][C:5]=1[CH:13]([CH3:17])[C:14]([OH:16])=[O:15])([O-:3])=[O:2].CO.[CH3:20][Si](C=[N+]=[N-])(C)C, predict the reaction product. (3) Given the reactants [F:1][C:2]1[CH:7]=[CH:6][C:5]([N+:8]([O-])=O)=[CH:4][C:3]=1[C:11]1[CH:16]=[CH:15][CH:14]=[CH:13][N:12]=1.[Sn](Cl)Cl.N, predict the reaction product. The product is: [F:1][C:2]1[CH:7]=[CH:6][C:5]([NH2:8])=[CH:4][C:3]=1[C:11]1[CH:16]=[CH:15][CH:14]=[CH:13][N:12]=1. (4) Given the reactants [C:1]([O:5][C:6]([C:8]1[CH:13]=[CH:12][C:11]([NH:14][C:15]2[C:20]([C:21]([O:23][CH2:24][CH3:25])=[O:22])=[CH:19][N:18]=[C:17](Cl)[CH:16]=2)=[CH:10][CH:9]=1)=[O:7])([CH3:4])([CH3:3])[CH3:2].[S:27]1[C:31]2[CH:32]=[C:33]([NH2:36])[CH:34]=[CH:35][C:30]=2[N:29]=[CH:28]1, predict the reaction product. The product is: [S:27]1[C:31]2[CH:32]=[C:33]([NH:36][C:17]3[CH:16]=[C:15]([NH:14][C:11]4[CH:12]=[CH:13][C:8]([C:6]([O:5][C:1]([CH3:4])([CH3:3])[CH3:2])=[O:7])=[CH:9][CH:10]=4)[C:20]([C:21]([O:23][CH2:24][CH3:25])=[O:22])=[CH:19][N:18]=3)[CH:34]=[CH:35][C:30]=2[N:29]=[CH:28]1. (5) Given the reactants CN(C=O)C.[Cl:6][C:7]1[CH:8]=[C:9]([N:17]([CH2:25][CH:26]2[CH2:31][CH2:30][O:29][CH2:28][CH2:27]2)[C:18](=[O:24])[O:19][C:20]([CH3:23])([CH3:22])[CH3:21])[C:10]2[N:11]([C:13](I)=[CH:14][N:15]=2)[N:12]=1.[CH:32]1([NH:35][C:36]([C:38]2[CH:43]=[CH:42][C:41](B3OC(C)(C)C(C)(C)O3)=[CH:40][CH:39]=2)=[O:37])[CH2:34][CH2:33]1.C(=O)([O-])[O-].[Na+].[Na+], predict the reaction product. The product is: [Cl:6][C:7]1[CH:8]=[C:9]([N:17]([CH2:25][CH:26]2[CH2:31][CH2:30][O:29][CH2:28][CH2:27]2)[C:18](=[O:24])[O:19][C:20]([CH3:23])([CH3:22])[CH3:21])[C:10]2[N:11]([C:13]([C:41]3[CH:40]=[CH:39][C:38]([C:36](=[O:37])[NH:35][CH:32]4[CH2:34][CH2:33]4)=[CH:43][CH:42]=3)=[CH:14][N:15]=2)[N:12]=1. (6) Given the reactants [Cl:1][C:2]1[CH:3]=[C:4]([Mg]Br)[CH:5]=[CH:6][CH:7]=1.[CH3:10][O:11][C:12]1[CH:13]=[C:14]([CH2:20][CH2:21][C:22](N(OC)C)=[O:23])[CH:15]=[CH:16][C:17]=1[O:18][CH3:19], predict the reaction product. The product is: [Cl:1][C:2]1[CH:3]=[C:4]([C:22](=[O:23])[CH2:21][CH2:20][C:14]2[CH:15]=[CH:16][C:17]([O:18][CH3:19])=[C:12]([O:11][CH3:10])[CH:13]=2)[CH:5]=[CH:6][CH:7]=1.